Dataset: NCI-60 drug combinations with 297,098 pairs across 59 cell lines. Task: Regression. Given two drug SMILES strings and cell line genomic features, predict the synergy score measuring deviation from expected non-interaction effect. (1) Drug 1: CC1=CC2C(CCC3(C2CCC3(C(=O)C)OC(=O)C)C)C4(C1=CC(=O)CC4)C. Drug 2: CC1=C(C=C(C=C1)NC(=O)C2=CC=C(C=C2)CN3CCN(CC3)C)NC4=NC=CC(=N4)C5=CN=CC=C5. Cell line: MCF7. Synergy scores: CSS=-8.14, Synergy_ZIP=6.04, Synergy_Bliss=5.88, Synergy_Loewe=-5.54, Synergy_HSA=-5.54. (2) Drug 1: CN(C)C1=NC(=NC(=N1)N(C)C)N(C)C. Drug 2: CC12CCC3C(C1CCC2O)C(CC4=C3C=CC(=C4)O)CCCCCCCCCS(=O)CCCC(C(F)(F)F)(F)F. Cell line: SW-620. Synergy scores: CSS=-7.77, Synergy_ZIP=0.955, Synergy_Bliss=-5.35, Synergy_Loewe=-7.51, Synergy_HSA=-8.66. (3) Drug 1: C1=CC=C(C=C1)NC(=O)CCCCCCC(=O)NO. Drug 2: CCN(CC)CCCC(C)NC1=C2C=C(C=CC2=NC3=C1C=CC(=C3)Cl)OC. Cell line: UO-31. Synergy scores: CSS=27.1, Synergy_ZIP=6.34, Synergy_Bliss=14.8, Synergy_Loewe=13.2, Synergy_HSA=16.1. (4) Drug 1: CC1=C(N=C(N=C1N)C(CC(=O)N)NCC(C(=O)N)N)C(=O)NC(C(C2=CN=CN2)OC3C(C(C(C(O3)CO)O)O)OC4C(C(C(C(O4)CO)O)OC(=O)N)O)C(=O)NC(C)C(C(C)C(=O)NC(C(C)O)C(=O)NCCC5=NC(=CS5)C6=NC(=CS6)C(=O)NCCC[S+](C)C)O. Drug 2: C1=CC=C(C(=C1)C(C2=CC=C(C=C2)Cl)C(Cl)Cl)Cl. Cell line: UO-31. Synergy scores: CSS=4.05, Synergy_ZIP=13.5, Synergy_Bliss=15.5, Synergy_Loewe=-22.9, Synergy_HSA=-3.85. (5) Drug 1: C1=C(C(=O)NC(=O)N1)N(CCCl)CCCl. Drug 2: CCC1=C2CN3C(=CC4=C(C3=O)COC(=O)C4(CC)O)C2=NC5=C1C=C(C=C5)O. Cell line: U251. Synergy scores: CSS=56.3, Synergy_ZIP=-0.987, Synergy_Bliss=-1.38, Synergy_Loewe=-6.37, Synergy_HSA=3.71. (6) Drug 2: CCC1(C2=C(COC1=O)C(=O)N3CC4=CC5=C(C=CC(=C5CN(C)C)O)N=C4C3=C2)O.Cl. Cell line: SF-268. Drug 1: CN(C)C1=NC(=NC(=N1)N(C)C)N(C)C. Synergy scores: CSS=24.0, Synergy_ZIP=6.07, Synergy_Bliss=8.71, Synergy_Loewe=-36.2, Synergy_HSA=4.18.